Predict the product of the given reaction. From a dataset of Forward reaction prediction with 1.9M reactions from USPTO patents (1976-2016). (1) Given the reactants Cl[C:2]1[CH:7]=[CH:6][C:5]([O:8][CH3:9])=[CH:4][C:3]=1[N+:10]([O-:12])=[O:11].[C:13]([NH:20][CH:21]1[CH2:26][CH2:25][CH2:24][NH:23][CH2:22]1)([O:15][C:16]([CH3:19])([CH3:18])[CH3:17])=[O:14], predict the reaction product. The product is: [CH3:9][O:8][C:5]1[CH:6]=[CH:7][C:2]([N:23]2[CH2:24][CH2:25][CH2:26][CH:21]([NH:20][C:13](=[O:14])[O:15][C:16]([CH3:18])([CH3:17])[CH3:19])[CH2:22]2)=[C:3]([N+:10]([O-:12])=[O:11])[CH:4]=1. (2) Given the reactants [C:1]([C:3]1([NH:23][C:24](=[O:26])[CH3:25])[CH2:8][CH2:7][CH:6]([NH:9][S:10]([C:13]2[CH:18]=[CH:17][C:16](OCC)=[C:15](C)[CH:14]=2)(=[O:12])=[O:11])[CH2:5][CH2:4]1)#[N:2].NC1(C#N)CCC(NS(C2C=CC([C:44]([F:47])([F:46])[F:45])=CC=2)(=O)=O)CC1, predict the reaction product. The product is: [C:1]([C:3]1([NH:23][C:24](=[O:26])[CH3:25])[CH2:4][CH2:5][CH:6]([NH:9][S:10]([C:13]2[CH:18]=[CH:17][C:16]([C:44]([F:47])([F:46])[F:45])=[CH:15][CH:14]=2)(=[O:12])=[O:11])[CH2:7][CH2:8]1)#[N:2]. (3) The product is: [NH2:9][CH2:10][C:11]1[CH:12]=[CH:13][C:14]([C:17](=[O:23])[CH2:18][C:19]([CH3:21])([CH3:20])[CH3:22])=[N:15][CH:16]=1. Given the reactants Cl.C(OC([NH:9][CH2:10][C:11]1[CH:12]=[CH:13][C:14]([C:17](=[O:23])[CH2:18][C:19]([CH3:22])([CH3:21])[CH3:20])=[N:15][CH:16]=1)=O)(C)(C)C, predict the reaction product.